This data is from Catalyst prediction with 721,799 reactions and 888 catalyst types from USPTO. The task is: Predict which catalyst facilitates the given reaction. (1) Reactant: [C:1]([N:8]1[CH:12]=[CH:11]N=C1)(N1C=CN=C1)=[S:2].NC1C=[CH:22][CH:21]=[C:20]2[C:15]=1[CH:16]=[CH:17][CH:18]=[N:19]2. Product: [N:8]([C:12]1[CH:11]=[CH:22][CH:21]=[C:20]2[C:15]=1[CH:16]=[CH:17][CH:18]=[N:19]2)=[C:1]=[S:2]. The catalyst class is: 4. (2) The catalyst class is: 16. Product: [N+:8]([C:11]1[CH:16]=[CH:15][C:14]([CH:3]2[CH2:4][NH:5][CH2:6][CH2:7][N:2]2[CH3:1])=[CH:13][C:12]=1[C:18]1[O:19][C:20]2[CH:26]=[CH:25][CH:24]=[CH:23][C:21]=2[N:22]=1)([O-:10])=[O:9]. Reactant: [CH3:1][N:2]1[CH2:7][CH2:6][NH:5][CH2:4][CH2:3]1.[N+:8]([C:11]1[CH:16]=[CH:15][C:14](F)=[CH:13][C:12]=1[C:18]1[O:19][C:20]2[CH:26]=[CH:25][CH:24]=[CH:23][C:21]=2[N:22]=1)([O-:10])=[O:9].C([O-])([O-])=O.[K+].[K+].